Predict the reactants needed to synthesize the given product. From a dataset of Full USPTO retrosynthesis dataset with 1.9M reactions from patents (1976-2016). (1) Given the product [Br:1][C:2]1[CH:3]=[C:4]([C:8](=[O:16])[C:9]([C:11]2[CH:15]=[CH:14][N:13]([CH2:28][C:29]([F:32])([F:31])[F:30])[CH:12]=2)=[O:10])[CH:5]=[CH:6][CH:7]=1, predict the reactants needed to synthesize it. The reactants are: [Br:1][C:2]1[CH:3]=[C:4]([C:8](=[O:16])[C:9]([C:11]2[CH:15]=[CH:14][NH:13][CH:12]=2)=[O:10])[CH:5]=[CH:6][CH:7]=1.CC1C=CC(S(O[CH2:28][C:29]([F:32])([F:31])[F:30])(=O)=O)=CC=1.C([O-])([O-])=O.[K+].[K+]. (2) Given the product [CH2:1]([NH:4][C:5]1[C:14]2[C:9](=[CH:10][CH:11]=[C:12]([N+:15]([O-:17])=[O:16])[CH:13]=2)[N:8]=[C:7]([NH:24][CH2:19][C:20]([CH3:23])([CH3:22])[CH3:21])[N:6]=1)[CH:2]=[CH2:3], predict the reactants needed to synthesize it. The reactants are: [CH2:1]([NH:4][C:5]1[C:14]2[C:9](=[CH:10][CH:11]=[C:12]([N+:15]([O-:17])=[O:16])[CH:13]=2)[N:8]=[C:7](Cl)[N:6]=1)[CH:2]=[CH2:3].[CH2:19]([NH2:24])[C:20]([CH3:23])([CH3:22])[CH3:21].O. (3) Given the product [Cl:71][C:59]1[CH:58]=[CH:57][C:56]([C:55]2[C:50]([C@@H:40]([NH:39][C:91](=[O:92])[CH2:90][CH:81]3[C:80]4[C:84](=[C:85]([CH3:88])[CH:86]=[CH:87][C:79]=4[CH3:78])[NH:83][C:82]3=[O:89])[CH2:41][C:42]3[CH:47]=[C:46]([F:48])[CH:45]=[C:44]([F:49])[CH:43]=3)=[N:51][C:52]([C:72]#[C:73][C:74]([OH:77])([CH3:75])[CH3:76])=[CH:53][CH:54]=2)=[C:64]2[C:60]=1[C:61]([NH:66][S:67]([CH3:70])(=[O:68])=[O:69])=[N:62][N:63]2[CH3:65], predict the reactants needed to synthesize it. The reactants are: BrC1C([C@@H](NC(=O)CN2C3C(F)(F)CCC(F)(F)C=3C(C(F)F)=N2)CC2C=C(F)C=C(F)C=2)=NC=C(Br)C=1.[NH2:39][C@H:40]([C:50]1[C:55]([C:56]2[CH:57]=[CH:58][C:59]([Cl:71])=[C:60]3[C:64]=2[N:63]([CH3:65])[N:62]=[C:61]3[NH:66][S:67]([CH3:70])(=[O:69])=[O:68])=[CH:54][CH:53]=[C:52]([C:72]#[C:73][C:74]([OH:77])([CH3:76])[CH3:75])[N:51]=1)[CH2:41][C:42]1[CH:47]=[C:46]([F:48])[CH:45]=[C:44]([F:49])[CH:43]=1.[CH3:78][C:79]1[CH:87]=[CH:86][C:85]([CH3:88])=[C:84]2[C:80]=1[CH:81]([CH2:90][C:91](O)=[O:92])[C:82](=[O:89])[NH:83]2. (4) Given the product [F:1][C:2]1[CH:7]=[CH:6][C:5]([CH2:8][CH:9]2[CH2:10][CH2:11][N:12]([CH2:27][CH2:28][O:29][C:30]3[CH:39]=[CH:38][CH:37]=[C:36]4[C:31]=3[CH:32]=[N:33][C:34]([CH3:40])=[N:35]4)[CH2:13][CH2:14]2)=[CH:4][C:3]=1[N:15]1[CH2:20][CH2:19][N:18]([CH3:21])[CH2:17][CH2:16]1, predict the reactants needed to synthesize it. The reactants are: [F:1][C:2]1[CH:7]=[CH:6][C:5]([CH2:8][CH:9]2[CH2:14][CH2:13][NH:12][CH2:11][CH2:10]2)=[CH:4][C:3]=1[N:15]1[CH2:20][CH2:19][N:18]([CH3:21])[CH2:17][CH2:16]1.CS(O[CH2:27][CH2:28][O:29][C:30]1[CH:39]=[CH:38][CH:37]=[C:36]2[C:31]=1[CH:32]=[N:33][C:34]([CH3:40])=[N:35]2)(=O)=O. (5) Given the product [CH2:12]([O:11][C:9]([NH:19][CH2:20][C:21]([N:5]([CH2:4][CH:3]([O:7][CH3:8])[O:2][CH3:1])[CH3:6])=[O:23])=[O:10])[C:13]1[CH:14]=[CH:15][CH:16]=[CH:17][CH:18]=1, predict the reactants needed to synthesize it. The reactants are: [CH3:1][O:2][CH:3]([O:7][CH3:8])[CH2:4][NH:5][CH3:6].[C:9]([NH:19][CH2:20][C:21]([OH:23])=O)([O:11][CH2:12][C:13]1[CH:18]=[CH:17][CH:16]=[CH:15][CH:14]=1)=[O:10].Cl.CN(C)CCCN=C=NCC.O.ON1C2C=CC=CC=2N=N1.C(N(CC)C(C)C)(C)C. (6) Given the product [NH2:11][C:10]1[CH:9]=[C:8]([C:5]2[N:6]=[CH:7][C:2]([C:31]3[CH:30]=[N:29][N:28]([CH:25]4[CH2:24][CH2:23][N:22]([C:20]([O:19][C:15]([CH3:18])([CH3:17])[CH3:16])=[O:21])[CH2:27][CH2:26]4)[CH:32]=3)=[CH:3][CH:4]=2)[CH:14]=[CH:13][CH:12]=1, predict the reactants needed to synthesize it. The reactants are: Br[C:2]1[CH:3]=[CH:4][C:5]([C:8]2[CH:9]=[C:10]([CH:12]=[CH:13][CH:14]=2)[NH2:11])=[N:6][CH:7]=1.[C:15]([O:19][C:20]([N:22]1[CH2:27][CH2:26][CH:25]([N:28]2[CH:32]=[C:31](B3OC(C)(C)C(C)(C)O3)[CH:30]=[N:29]2)[CH2:24][CH2:23]1)=[O:21])([CH3:18])([CH3:17])[CH3:16].C(=O)([O-])[O-].[K+].[K+].O.